This data is from Catalyst prediction with 721,799 reactions and 888 catalyst types from USPTO. The task is: Predict which catalyst facilitates the given reaction. (1) Reactant: [Br:1][C:2]1[CH:7]=[CH:6][N:5]=[C:4]([C:8]([OH:10])=O)[CH:3]=1.[O:11]1[CH:15]=[N:14][N:13]=[C:12]1[C:16]1[CH:17]=[C:18]([NH2:22])[CH:19]=[CH:20][CH:21]=1.F[P-](F)(F)(F)(F)F.N1(OC(N(C)C)=[N+](C)C)C2N=CC=CC=2N=N1.C(N(C(C)C)CC)(C)C. Product: [O:11]1[CH:15]=[N:14][N:13]=[C:12]1[C:16]1[CH:17]=[C:18]([NH:22][C:8](=[O:10])[C:4]2[CH:3]=[C:2]([Br:1])[CH:7]=[CH:6][N:5]=2)[CH:19]=[CH:20][CH:21]=1. The catalyst class is: 9. (2) Reactant: [N+:1]([C:4]1[CH:9]=[CH:8][C:7]([CH:10]([CH2:15][C:16]([O:18][CH3:19])=[O:17])[C:11]([O:13][CH3:14])=[O:12])=[CH:6][CH:5]=1)([O-])=O. Product: [NH2:1][C:4]1[CH:9]=[CH:8][C:7]([CH:10]([CH2:15][C:16]([O:18][CH3:19])=[O:17])[C:11]([O:13][CH3:14])=[O:12])=[CH:6][CH:5]=1. The catalyst class is: 5.